From a dataset of Catalyst prediction with 721,799 reactions and 888 catalyst types from USPTO. Predict which catalyst facilitates the given reaction. Reactant: [C:1]1([C:7]2[C:15]3[CH2:14][CH2:13][CH2:12][CH:11]([CH2:16][C:17]([O:19]CC)=[O:18])[C:10]=3[N:9]([CH:22]([C:26]3[CH:31]=[CH:30][C:29]([C:32]([F:35])([F:34])[F:33])=[CH:28][CH:27]=3)[CH2:23][CH2:24][CH3:25])[CH:8]=2)[CH:6]=[CH:5][CH:4]=[CH:3][CH:2]=1.[OH-].[Li+].Cl. Product: [C:1]1([C:7]2[C:15]3[CH2:14][CH2:13][CH2:12][CH:11]([CH2:16][C:17]([OH:19])=[O:18])[C:10]=3[N:9]([CH:22]([C:26]3[CH:27]=[CH:28][C:29]([C:32]([F:35])([F:33])[F:34])=[CH:30][CH:31]=3)[CH2:23][CH2:24][CH3:25])[CH:8]=2)[CH:2]=[CH:3][CH:4]=[CH:5][CH:6]=1. The catalyst class is: 708.